This data is from Forward reaction prediction with 1.9M reactions from USPTO patents (1976-2016). The task is: Predict the product of the given reaction. (1) Given the reactants C[O:2][C:3](=O)[N:4]([CH2:10][CH2:11][C:12]1[CH:17]=[CH:16][CH:15]=[CH:14][C:13]=1[Br:18])[CH2:5][CH2:6][CH2:7][CH2:8][CH3:9].FC(F)(F)S(OS(C(F)(F)F)(=O)=O)(=O)=O, predict the reaction product. The product is: [Br:18][C:13]1[CH:14]=[CH:15][CH:16]=[C:17]2[C:12]=1[CH2:11][CH2:10][N:4]([CH2:5][CH2:6][CH2:7][CH2:8][CH3:9])[C:3]2=[O:2]. (2) Given the reactants [Cl:1][C:2]1[CH:3]=[C:4]2[C:8](=[CH:9][CH:10]=1)[N:7]([C:11]1[N:15]([CH3:16])[N:14]=[C:13]([CH3:17])[C:12]=1[CH2:18][OH:19])[CH:6]=[CH:5]2.[H-].[Na+].Br[CH2:23][CH:24]([O:28][CH2:29][CH3:30])[O:25][CH2:26][CH3:27].O, predict the reaction product. The product is: [Cl:1][C:2]1[CH:3]=[C:4]2[C:8](=[CH:9][CH:10]=1)[N:7]([C:11]1[N:15]([CH3:16])[N:14]=[C:13]([CH3:17])[C:12]=1[CH2:18][O:19][CH2:23][CH:24]([O:28][CH2:29][CH3:30])[O:25][CH2:26][CH3:27])[CH:6]=[CH:5]2. (3) Given the reactants O.[Cl:2]C1C=C(O)C=CC=1C(O)=O.C(OC([N:20]1[CH2:35][CH2:34][N:23]2[C:24](=[O:33])[C:25]3[C:30]([CH:22]2[CH2:21]1)=[CH:29][CH:28]=[CH:27][C:26]=3[S:31][CH3:32])=O)(C)(C)C.C(OC(N1CCN2C(=O)C3C(C2C1)=CC(OC)=CC=3Cl)=O)(C)(C)C, predict the reaction product. The product is: [ClH:2].[CH3:32][S:31][C:26]1[CH:27]=[CH:28][CH:29]=[C:30]2[C:25]=1[C:24](=[O:33])[N:23]1[CH2:34][CH2:35][NH:20][CH2:21][C@H:22]12. (4) Given the reactants [F:1][C:2]1[CH:3]=[C:4]([C@@H:9]2[CH2:13][N:12]([CH2:14][CH2:15][O:16][CH3:17])[CH2:11][C@H:10]2[NH:18][C:19](=[O:40])[NH:20][C:21]2[N:25]([C:26]3[CH:31]=[CH:30][CH:29]=[CH:28][CH:27]=3)[N:24]=[C:23]([O:32][CH2:33][C:34]([O:36]CC)=[O:35])[C:22]=2[CH3:39])[CH:5]=[CH:6][C:7]=1[F:8].[Li+].[OH-].Cl, predict the reaction product. The product is: [F:1][C:2]1[CH:3]=[C:4]([C@@H:9]2[CH2:13][N:12]([CH2:14][CH2:15][O:16][CH3:17])[CH2:11][C@H:10]2[NH:18][C:19](=[O:40])[NH:20][C:21]2[N:25]([C:26]3[CH:27]=[CH:28][CH:29]=[CH:30][CH:31]=3)[N:24]=[C:23]([O:32][CH2:33][C:34]([OH:36])=[O:35])[C:22]=2[CH3:39])[CH:5]=[CH:6][C:7]=1[F:8]. (5) Given the reactants [CH3:1][OH:2].C[O-].[Na+].[CH2:6]([O:8][C:9](=[O:19])[C:10]1[CH:15]=[CH:14][C:13]([Br:16])=[C:12]([CH2:17]Br)[CH:11]=1)[CH3:7].Cl, predict the reaction product. The product is: [CH2:6]([O:8][C:9](=[O:19])[C:10]1[CH:15]=[CH:14][C:13]([Br:16])=[C:12]([CH2:17][O:2][CH3:1])[CH:11]=1)[CH3:7]. (6) The product is: [CH3:36][O:37][C:38]1[CH:39]=[C:40]([N:46]2[CH2:47][CH2:48][N:49]([C:52]([C:54]3[N:58]([C:59]4[CH:64]=[CH:63][CH:62]=[CH:61][CH:60]=4)[N:57]=[C:56]([CH:65]([OH:66])[C:1]4[CH:6]=[CH:5][CH:4]=[CH:3][CH:2]=4)[CH:55]=3)=[O:53])[CH2:50][CH2:51]2)[CH:41]=[C:42]([O:44][CH3:45])[CH:43]=1. Given the reactants [C:1]1([Mg]Br)[CH:6]=[CH:5][CH:4]=[CH:3][CH:2]=1.COC1C=C(/C=C/C(/O)=C/C(/C=C/C2C=CC(O)=C(OC)C=2)=O)C=CC=1O.[CH3:36][O:37][C:38]1[CH:39]=[C:40]([N:46]2[CH2:51][CH2:50][N:49]([C:52]([C:54]3[N:58]([C:59]4[CH:64]=[CH:63][CH:62]=[CH:61][CH:60]=4)[N:57]=[C:56]([CH:65]=[O:66])[CH:55]=3)=[O:53])[CH2:48][CH2:47]2)[CH:41]=[C:42]([O:44][CH3:45])[CH:43]=1, predict the reaction product. (7) Given the reactants [Si]([O:8][C@@H:9]1[C@@:35]2([CH3:36])[C:13](=[CH:14][CH:15]=[C:16]3[C@@H:34]2[CH2:33][CH2:32][C@@:31]2([CH3:37])[C@H:17]3[CH2:18][CH:19]=[C:20]2[C@H:21]([CH2:23][CH2:24][C:25]([CH2:29][CH3:30])([OH:28])[CH2:26][CH3:27])[CH3:22])[CH2:12][C@@H:11]([O:38][Si](C(C)(C)C)(C)C)[CH2:10]1)(C(C)(C)C)(C)C.[F-].C([N+](CCCC)(CCCC)CCCC)CCC.O, predict the reaction product. The product is: [OH:8][C@@H:9]1[C@@:35]2([CH3:36])[C:13](=[CH:14][CH:15]=[C:16]3[C@@H:34]2[CH2:33][CH2:32][C@@:31]2([CH3:37])[C@H:17]3[CH2:18][CH:19]=[C:20]2[C@H:21]([CH2:23][CH2:24][C:25]([CH2:26][CH3:27])([OH:28])[CH2:29][CH3:30])[CH3:22])[CH2:12][C@@H:11]([OH:38])[CH2:10]1.